This data is from Peptide-MHC class I binding affinity with 185,985 pairs from IEDB/IMGT. The task is: Regression. Given a peptide amino acid sequence and an MHC pseudo amino acid sequence, predict their binding affinity value. This is MHC class I binding data. (1) The peptide sequence is IIYYQLAGY. The MHC is HLA-A02:06 with pseudo-sequence HLA-A02:06. The binding affinity (normalized) is 0.0847. (2) The peptide sequence is GEMWAQDAA. The MHC is HLA-A02:06 with pseudo-sequence HLA-A02:06. The binding affinity (normalized) is 0.175. (3) The peptide sequence is RTPQDNQLIY. The MHC is HLA-A01:01 with pseudo-sequence HLA-A01:01. The binding affinity (normalized) is 0.369. (4) The peptide sequence is RTHTLRDAK. The MHC is HLA-B40:01 with pseudo-sequence HLA-B40:01. The binding affinity (normalized) is 0.0847. (5) The peptide sequence is TINAWIKGV. The MHC is HLA-A68:02 with pseudo-sequence HLA-A68:02. The binding affinity (normalized) is 0.483. (6) The peptide sequence is VTIMSGLV. The MHC is Mamu-A01 with pseudo-sequence Mamu-A01. The binding affinity (normalized) is 0.702. (7) The peptide sequence is TVAPPAPVY. The MHC is HLA-A02:19 with pseudo-sequence HLA-A02:19. The binding affinity (normalized) is 0.0847. (8) The peptide sequence is IRLRPGGKK. The MHC is HLA-B08:01 with pseudo-sequence HLA-B08:01. The binding affinity (normalized) is 0.